Dataset: Forward reaction prediction with 1.9M reactions from USPTO patents (1976-2016). Task: Predict the product of the given reaction. (1) Given the reactants [OH:1][C@@H:2]([CH2:17][CH:18]([CH3:20])[CH3:19])[C:3]([NH:5][C@@H:6]([C:11]1[CH:16]=[CH:15][CH:14]=[CH:13][CH:12]=1)[C:7]([O:9]C)=[O:8])=[O:4].[OH-].[Li+].Cl, predict the reaction product. The product is: [OH:1][C@@H:2]([CH2:17][CH:18]([CH3:20])[CH3:19])[C:3]([NH:5][C@@H:6]([C:11]1[CH:16]=[CH:15][CH:14]=[CH:13][CH:12]=1)[C:7]([OH:9])=[O:8])=[O:4]. (2) Given the reactants [CH3:1][O:2][C:3]1[C:8]([C:9]([OH:11])=O)=[CH:7][C:6]([C:12]([NH2:14])=[O:13])=[CH:5][CH:4]=1.[Cl:15][C:16]1[CH:17]=[C:18]([CH:20]=[CH:21][C:22]=1[CH3:23])[NH2:19], predict the reaction product. The product is: [Cl:15][C:16]1[CH:17]=[C:18]([NH:19][C:9](=[O:11])[C:8]2[CH:7]=[C:6]([CH:5]=[CH:4][C:3]=2[O:2][CH3:1])[C:12]([NH2:14])=[O:13])[CH:20]=[CH:21][C:22]=1[CH3:23]. (3) Given the reactants Br[C:2]1[C:10]2[N:9]3[CH2:11][CH2:12][CH2:13][NH:14][C:15](=[O:16])[C:8]3=[CH:7][C:6]=2[CH:5]=[C:4]([C:17]#[N:18])[CH:3]=1.[F:19][C:20]1[CH:21]=[C:22](B(O)O)[CH:23]=[CH:24][CH:25]=1, predict the reaction product. The product is: [F:19][C:20]1[CH:25]=[C:24]([C:2]2[C:10]3[N:9]4[CH2:11][CH2:12][CH2:13][NH:14][C:15](=[O:16])[C:8]4=[CH:7][C:6]=3[CH:5]=[C:4]([C:17]#[N:18])[CH:3]=2)[CH:23]=[CH:22][CH:21]=1. (4) Given the reactants [Na].C[Si](C)(C)N[Si](C)(C)C.[Cl:11][C:12]1[CH:17]=[CH:16][C:15]([CH2:18][C:19]([OH:21])=O)=[CH:14][CH:13]=1.[Cl:22][C:23]1[CH:32]=[C:31]([Cl:33])[CH:30]=[CH:29][C:24]=1C(OC)=O, predict the reaction product. The product is: [Cl:11][C:12]1[CH:13]=[CH:14][C:15]([CH2:18][C:19]([C:30]2[CH:29]=[CH:24][C:23]([Cl:22])=[CH:32][C:31]=2[Cl:33])=[O:21])=[CH:16][CH:17]=1. (5) Given the reactants [C:1]1([CH:7]([CH3:11])[C:8](O)=[O:9])[CH:6]=[CH:5][CH:4]=[CH:3][CH:2]=1.CN([CH:15]=[O:16])C.[CH2:17](N(CC)CC)[CH3:18].[CH2:24](Cl)Cl, predict the reaction product. The product is: [CH2:17]([O:9][C:8]1[C:7]([CH3:11])([C:1]2[CH:6]=[CH:5][CH:4]=[CH:3][CH:2]=2)[C:15](=[O:16])[CH:24]=1)[CH3:18]. (6) Given the reactants [Cl:1][C:2]1[CH:10]=[C:9]2[C:5]([CH:6]=[N:7][N:8]2[CH2:11][CH2:12][CH2:13][C:14]([O:16]CC)=[O:15])=[CH:4][C:3]=1[C:19]1[N:23]=[C:22]([C:24]2[CH:25]=[N:26][C:27]([O:32][CH:33]([CH3:35])[CH3:34])=[C:28]([C:30]#[N:31])[CH:29]=2)[O:21][N:20]=1.[OH-].[Na+].CO.Cl, predict the reaction product. The product is: [Cl:1][C:2]1[CH:10]=[C:9]2[C:5]([CH:6]=[N:7][N:8]2[CH2:11][CH2:12][CH2:13][C:14]([OH:16])=[O:15])=[CH:4][C:3]=1[C:19]1[N:23]=[C:22]([C:24]2[CH:25]=[N:26][C:27]([O:32][CH:33]([CH3:35])[CH3:34])=[C:28]([C:30]#[N:31])[CH:29]=2)[O:21][N:20]=1.